Dataset: Forward reaction prediction with 1.9M reactions from USPTO patents (1976-2016). Task: Predict the product of the given reaction. (1) Given the reactants C(NC(C)C)(C)C.[Li]CCCC.CCCCCC.[C:19]([O:23][C:24]([N:26]1[CH2:31][CH2:30][C:29](=[O:32])[CH2:28][CH2:27]1)=[O:25])([CH3:22])([CH3:21])[CH3:20].C1C=CC(N([S:40]([C:43]([F:46])([F:45])[F:44])(=[O:42])=[O:41])[S:40]([C:43]([F:46])([F:45])[F:44])(=[O:42])=[O:41])=CC=1, predict the reaction product. The product is: [C:19]([O:23][C:24]([N:26]1[CH2:27][CH:28]=[C:29]([O:32][S:40]([C:43]([F:46])([F:45])[F:44])(=[O:42])=[O:41])[CH2:30][CH2:31]1)=[O:25])([CH3:22])([CH3:20])[CH3:21]. (2) Given the reactants BrC1C=CC([C:8]2[CH:21]=[CH:20][C:19]3[C:18]4[C:13](=[CH:14][CH:15]=[CH:16][CH:17]=4)[CH:12]=[CH:11][C:10]=3[CH:9]=2)=CC=1.[Br:22][C:23]1[CH:24]=[C:25](I)[CH:26]=[CH:27][CH:28]=1, predict the reaction product. The product is: [Br:22][C:23]1[CH:28]=[C:27]([C:8]2[CH:21]=[CH:20][C:19]3[C:18]4[C:13](=[CH:14][CH:15]=[CH:16][CH:17]=4)[CH:12]=[CH:11][C:10]=3[CH:9]=2)[CH:26]=[CH:25][CH:24]=1. (3) Given the reactants C(Cl)(=O)C(Cl)=O.CS(C)=O.[Si:11]([O:18][C@H:19]([C@H:21]([N:25]1[CH:29]=[C:28]([C:30]([O:32][CH2:33][CH3:34])=[O:31])[N:27]=[CH:26]1)[CH2:22][CH2:23][OH:24])[CH3:20])([C:14]([CH3:17])([CH3:16])[CH3:15])([CH3:13])[CH3:12].C(N(CC)CC)C, predict the reaction product. The product is: [Si:11]([O:18][C@H:19]([C@H:21]([N:25]1[CH:29]=[C:28]([C:30]([O:32][CH2:33][CH3:34])=[O:31])[N:27]=[CH:26]1)[CH2:22][CH:23]=[O:24])[CH3:20])([C:14]([CH3:17])([CH3:15])[CH3:16])([CH3:13])[CH3:12].